From a dataset of Forward reaction prediction with 1.9M reactions from USPTO patents (1976-2016). Predict the product of the given reaction. Given the reactants [C:1]([N:8]([CH3:14])[C@H:9]([C:11]([OH:13])=O)[CH3:10])([O:3][C:4]([CH3:7])([CH3:6])[CH3:5])=[O:2].CN(C(ON1N=NC2C=CC=NC1=2)=[N+](C)C)C.F[P-](F)(F)(F)(F)F.CN1CCOCC1.[NH2:46][CH:47]([CH2:72][CH3:73])[C:48]([N:50]1[CH2:54][CH2:53][CH:52]2[N:55]([S:68]([CH3:71])(=[O:70])=[O:69])[CH2:56][CH:57]([C:58]3[C:66]4[C:61](=[CH:62][C:63]([F:67])=[CH:64][CH:65]=4)[NH:60][CH:59]=3)[CH:51]12)=[O:49], predict the reaction product. The product is: [C:4]([O:3][C:1](=[O:2])[N:8]([CH:9]([C:11](=[O:13])[NH:46][CH:47]([C:48]([N:50]1[CH2:54][CH2:53][CH:52]2[N:55]([S:68]([CH3:71])(=[O:69])=[O:70])[CH2:56][CH:57]([C:58]3[C:66]4[C:61](=[CH:62][C:63]([F:67])=[CH:64][CH:65]=4)[NH:60][CH:59]=3)[CH:51]12)=[O:49])[CH2:72][CH3:73])[CH3:10])[CH3:14])([CH3:5])([CH3:6])[CH3:7].